This data is from Reaction yield outcomes from USPTO patents with 853,638 reactions. The task is: Predict the reaction yield, written as a fraction of the theoretical maximum amount of product (1.0 means a 100% yield; for example, 0.34 means a 34% yield). (1) The reactants are [CH2:1]([O:5][C:6]1[N:14]=[C:13]2[C:9]([NH:10][C:11](=[O:28])[N:12]2[CH2:15][CH2:16][O:17][C:18]2[CH:23]=[CH:22][CH:21]=[C:20]([C:24]([O:26]C)=[O:25])[CH:19]=2)=[C:8]([NH2:29])[N:7]=1)[CH2:2][CH2:3][CH3:4].CO.[OH-].[K+].Cl. The catalyst is O. The product is [CH2:1]([O:5][C:6]1[N:14]=[C:13]2[C:9]([NH:10][C:11](=[O:28])[N:12]2[CH2:15][CH2:16][O:17][C:18]2[CH:23]=[CH:22][CH:21]=[C:20]([C:24]([OH:26])=[O:25])[CH:19]=2)=[C:8]([NH2:29])[N:7]=1)[CH2:2][CH2:3][CH3:4]. The yield is 1.00. (2) The reactants are [OH-].[K+].C([O:5][C:6](=[O:28])[C:7]([CH3:27])([CH3:26])[CH2:8][CH2:9][CH2:10][CH2:11][CH:12]([OH:25])[CH2:13][CH2:14][CH2:15][CH2:16][C:17]([CH3:24])([CH3:23])[C:18]([O:20]CC)=[O:19])C. The catalyst is O.C(O)C. The product is [OH:25][CH:12]([CH2:13][CH2:14][CH2:15][CH2:16][C:17]([CH3:24])([CH3:23])[C:18]([OH:20])=[O:19])[CH2:11][CH2:10][CH2:9][CH2:8][C:7]([CH3:27])([CH3:26])[C:6]([OH:28])=[O:5]. The yield is 0.950. (3) The reactants are [C:1]([C:5]1[O:9][N:8]=[C:7]([NH:10][C:11]([NH:13][C:14]2[CH:19]=[CH:18][CH:17]=[C:16]([O:20][C:21]3[C:30]4[C:25](=[CH:26][C:27]([O:33][CH2:34][CH2:35]Cl)=[C:28]([O:31][CH3:32])[CH:29]=4)[N:24]=[CH:23][N:22]=3)[CH:15]=2)=[O:12])[CH:6]=1)([CH3:4])([CH3:3])[CH3:2].[NH:37]1[CH2:42][CH2:41][O:40][CH2:39][CH2:38]1.C(N(C(C)C)CC)(C)C. The catalyst is CN(C=O)C.[I-].C([N+](CCCC)(CCCC)CCCC)CCC. The product is [C:1]([C:5]1[O:9][N:8]=[C:7]([NH:10][C:11]([NH:13][C:14]2[CH:19]=[CH:18][CH:17]=[C:16]([O:20][C:21]3[C:30]4[C:25](=[CH:26][C:27]([O:33][CH2:34][CH2:35][N:37]5[CH2:42][CH2:41][O:40][CH2:39][CH2:38]5)=[C:28]([O:31][CH3:32])[CH:29]=4)[N:24]=[CH:23][N:22]=3)[CH:15]=2)=[O:12])[CH:6]=1)([CH3:4])([CH3:3])[CH3:2]. The yield is 0.210.